From a dataset of Cav3 T-type calcium channel HTS with 100,875 compounds. Binary Classification. Given a drug SMILES string, predict its activity (active/inactive) in a high-throughput screening assay against a specified biological target. (1) The molecule is s1c2c(CCC2)c2c1nc1n(CCCCC1)c2=O. The result is 0 (inactive). (2) The compound is S(c1cc(ccc1)C(F)(F)F)c1nc(nc(c1)C(F)(F)F)c1ncccc1. The result is 0 (inactive).